Dataset: Forward reaction prediction with 1.9M reactions from USPTO patents (1976-2016). Task: Predict the product of the given reaction. (1) Given the reactants [CH:1]1([C:6]([NH:8][C:9]2[CH:10]=[C:11]3[C:15](=[CH:16][CH:17]=2)[N:14]([CH2:18][CH2:19][CH2:20][C:21](O)=[O:22])[C:13]([CH2:24][O:25][C:26]2[CH:35]=[CH:34][C:33]4[C:28](=[CH:29][CH:30]=[CH:31][CH:32]=4)[CH:27]=2)=[C:12]3[C:36]([N:38]2[CH2:42][CH2:41][CH2:40][CH2:39]2)=[O:37])=[O:7])[CH2:5][CH2:4][CH2:3][CH2:2]1.CCN=C=NCCCN(C)C.[NH2:54][C:55]1[CH:56]=[C:57]([CH:62]=[CH:63][CH:64]=1)[C:58]([O:60]C)=[O:59].C1COCC1, predict the reaction product. The product is: [CH:1]1([C:6]([NH:8][C:9]2[CH:10]=[C:11]3[C:15](=[CH:16][CH:17]=2)[N:14]([CH2:18][CH2:19][CH2:20][C:21]([NH:54][C:55]2[CH:56]=[C:57]([CH:62]=[CH:63][CH:64]=2)[C:58]([OH:60])=[O:59])=[O:22])[C:13]([CH2:24][O:25][C:26]2[CH:35]=[CH:34][C:33]4[C:28](=[CH:29][CH:30]=[CH:31][CH:32]=4)[CH:27]=2)=[C:12]3[C:36]([N:38]2[CH2:39][CH2:40][CH2:41][CH2:42]2)=[O:37])=[O:7])[CH2:2][CH2:3][CH2:4][CH2:5]1. (2) Given the reactants [C:1]([NH:9][C@H:10]1[CH2:14][CH2:13][N:12]([C:15]2[CH:23]=[CH:22][C:18]([C:19]([OH:21])=O)=[CH:17][CH:16]=2)[CH2:11]1)(=[O:8])[C:2]1[CH:7]=[CH:6][CH:5]=[N:4][CH:3]=1.[C:24]1([NH2:31])[CH:29]=[CH:28][CH:27]=[CH:26][C:25]=1[NH2:30].C(Cl)CCl.C1C=CC2N(O)N=NC=2C=1.CCN(CC)CC, predict the reaction product. The product is: [NH2:30][C:25]1[CH:26]=[CH:27][CH:28]=[CH:29][C:24]=1[NH:31][C:19]([C:18]1[CH:17]=[CH:16][C:15]([N:12]2[CH2:13][CH2:14][C@H:10]([NH:9][C:1](=[O:8])[C:2]3[CH:7]=[CH:6][CH:5]=[N:4][CH:3]=3)[CH2:11]2)=[CH:23][CH:22]=1)=[O:21]. (3) Given the reactants C([O-])=O.[NH4+].[O:5]=[C:6]([N:31]1[CH2:36][CH2:35][N:34]([C:37](=[O:48])[C:38]2[CH:43]=[CH:42][CH:41]=[CH:40][C:39]=2[C:44]([F:47])([F:46])[F:45])[CH2:33][CH2:32]1)[CH2:7][NH:8][C:9]([C:11]1[CH:16]=[CH:15][C:14]([C:17]2[CH:22]=[CH:21][CH:20]=[CH:19][C:18]=2[O:23]CC2C=CC=CC=2)=[CH:13][CH:12]=1)=[O:10], predict the reaction product. The product is: [O:5]=[C:6]([N:31]1[CH2:36][CH2:35][N:34]([C:37](=[O:48])[C:38]2[CH:43]=[CH:42][CH:41]=[CH:40][C:39]=2[C:44]([F:46])([F:47])[F:45])[CH2:33][CH2:32]1)[CH2:7][NH:8][C:9]([C:11]1[CH:16]=[CH:15][C:14]([C:17]2[CH:22]=[CH:21][CH:20]=[CH:19][C:18]=2[OH:23])=[CH:13][CH:12]=1)=[O:10]. (4) Given the reactants [CH2:1]([CH:3]1[CH2:7][CH:6]([CH2:8]OS(C)(=O)=O)[CH2:5][CH:4]1[C:14]([O:16][C:17]([CH3:20])([CH3:19])[CH3:18])=[O:15])[CH3:2].[N-:21]=[N+]=[N-].[Na+].C1(P(C2C=CC=CC=2)C2C=CC=CC=2)C=CC=CC=1, predict the reaction product. The product is: [NH2:21][CH2:8][CH:6]1[CH2:5][CH:4]([C:14]([O:16][C:17]([CH3:20])([CH3:19])[CH3:18])=[O:15])[CH:3]([CH2:1][CH3:2])[CH2:7]1. (5) Given the reactants [N+:1]([C:4]1[CH:9]=[CH:8][C:7]([C:10]2[N:11]=[CH:12][NH:13][CH:14]=2)=[CH:6][CH:5]=1)([O-:3])=[O:2].[CH:15](=[O:18])[CH:16]=[CH2:17], predict the reaction product. The product is: [N+:1]([C:4]1[CH:5]=[CH:6][C:7]([C:10]2[N:11]=[CH:12][N:13]([CH2:17][CH2:16][CH:15]=[O:18])[CH:14]=2)=[CH:8][CH:9]=1)([O-:3])=[O:2]. (6) Given the reactants [C:1]1([NH:7]N)[CH:6]=[CH:5][CH:4]=[CH:3][CH:2]=1.FC(F)(F)C(O)=O.[CH2:16]([O:23][C:24]([N:26]1[CH2:31][CH2:30][CH:29]([CH:32]=O)[CH2:28][CH2:27]1)=[O:25])[C:17]1[CH:22]=[CH:21][CH:20]=[CH:19][CH:18]=1.[BH4-].[Na+], predict the reaction product. The product is: [N:26]1([C:24]([O:23][CH2:16][C:17]2[CH:18]=[CH:19][CH:20]=[CH:21][CH:22]=2)=[O:25])[CH2:27][CH2:28][C:29]2([C:6]3[C:1](=[CH:2][CH:3]=[CH:4][CH:5]=3)[NH:7][CH2:32]2)[CH2:30][CH2:31]1. (7) Given the reactants [NH2:1][C:2]1[CH:7]=[CH:6][C:5]([Cl:8])=[CH:4][C:3]=1[C:9]([C:11]1[CH:16]=[CH:15][CH:14]=[CH:13][CH:12]=1)=[O:10].[F:17][C:18]([F:31])([F:30])[O:19][C:20]1[CH:25]=[CH:24][C:23]([S:26](Cl)(=[O:28])=[O:27])=[CH:22][CH:21]=1, predict the reaction product. The product is: [C:9]([C:3]1[CH:4]=[C:5]([Cl:8])[CH:6]=[CH:7][C:2]=1[NH:1][S:26]([C:23]1[CH:22]=[CH:21][C:20]([O:19][C:18]([F:17])([F:30])[F:31])=[CH:25][CH:24]=1)(=[O:28])=[O:27])(=[O:10])[C:11]1[CH:12]=[CH:13][CH:14]=[CH:15][CH:16]=1.